The task is: Regression. Given two drug SMILES strings and cell line genomic features, predict the synergy score measuring deviation from expected non-interaction effect.. This data is from NCI-60 drug combinations with 297,098 pairs across 59 cell lines. (1) Drug 1: C1=NC2=C(N1)C(=S)N=C(N2)N. Drug 2: CN(C(=O)NC(C=O)C(C(C(CO)O)O)O)N=O. Cell line: MOLT-4. Synergy scores: CSS=32.4, Synergy_ZIP=-7.58, Synergy_Bliss=-13.3, Synergy_Loewe=-49.6, Synergy_HSA=-12.3. (2) Drug 1: CN(CCCl)CCCl.Cl. Drug 2: CCN(CC)CCCC(C)NC1=C2C=C(C=CC2=NC3=C1C=CC(=C3)Cl)OC. Cell line: OVCAR-8. Synergy scores: CSS=34.6, Synergy_ZIP=-9.62, Synergy_Bliss=-1.55, Synergy_Loewe=-14.4, Synergy_HSA=-1.03. (3) Drug 1: COC1=CC(=CC(=C1O)OC)C2C3C(COC3=O)C(C4=CC5=C(C=C24)OCO5)OC6C(C(C7C(O6)COC(O7)C8=CC=CS8)O)O. Drug 2: CC1C(C(=O)NC(C(=O)N2CCCC2C(=O)N(CC(=O)N(C(C(=O)O1)C(C)C)C)C)C(C)C)NC(=O)C3=C4C(=C(C=C3)C)OC5=C(C(=O)C(=C(C5=N4)C(=O)NC6C(OC(=O)C(N(C(=O)CN(C(=O)C7CCCN7C(=O)C(NC6=O)C(C)C)C)C)C(C)C)C)N)C. Cell line: HCT116. Synergy scores: CSS=52.4, Synergy_ZIP=11.5, Synergy_Bliss=13.9, Synergy_Loewe=13.0, Synergy_HSA=13.4. (4) Drug 1: CC1=C(C=C(C=C1)NC(=O)C2=CC=C(C=C2)CN3CCN(CC3)C)NC4=NC=CC(=N4)C5=CN=CC=C5. Drug 2: CN1C2=C(C=C(C=C2)N(CCCl)CCCl)N=C1CCCC(=O)O.Cl. Cell line: HOP-92. Synergy scores: CSS=-2.36, Synergy_ZIP=2.47, Synergy_Bliss=4.35, Synergy_Loewe=-1.60, Synergy_HSA=-0.606. (5) Drug 1: C1=NC2=C(N1)C(=S)N=C(N2)N. Drug 2: CC(C1=C(C=CC(=C1Cl)F)Cl)OC2=C(N=CC(=C2)C3=CN(N=C3)C4CCNCC4)N. Cell line: HCC-2998. Synergy scores: CSS=24.6, Synergy_ZIP=-6.41, Synergy_Bliss=-4.17, Synergy_Loewe=-10.8, Synergy_HSA=-4.43. (6) Drug 1: CS(=O)(=O)C1=CC(=C(C=C1)C(=O)NC2=CC(=C(C=C2)Cl)C3=CC=CC=N3)Cl. Drug 2: CC1=C(N=C(N=C1N)C(CC(=O)N)NCC(C(=O)N)N)C(=O)NC(C(C2=CN=CN2)OC3C(C(C(C(O3)CO)O)O)OC4C(C(C(C(O4)CO)O)OC(=O)N)O)C(=O)NC(C)C(C(C)C(=O)NC(C(C)O)C(=O)NCCC5=NC(=CS5)C6=NC(=CS6)C(=O)NCCC[S+](C)C)O. Cell line: IGROV1. Synergy scores: CSS=4.57, Synergy_ZIP=-4.25, Synergy_Bliss=-4.92, Synergy_Loewe=-13.5, Synergy_HSA=-4.34.